Dataset: Reaction yield outcomes from USPTO patents with 853,638 reactions. Task: Predict the reaction yield, written as a fraction of the theoretical maximum amount of product (1.0 means a 100% yield; for example, 0.34 means a 34% yield). (1) The reactants are [Cl:1][C:2]1[C:10]2[C:9]([O:11][C:12]3[CH:17]=[C:16]([N+:18]([O-])=O)[CH:15]=[C:14]([F:21])[CH:13]=3)=[N:8][C:7]([NH:22][C:23]3[CH:28]=[CH:27][C:26]([N:29]4[CH2:34][CH2:33][N:32]([CH3:35])[CH2:31][CH2:30]4)=[CH:25][C:24]=3[O:36][CH3:37])=[N:6][C:5]=2[N:4]([CH2:38][O:39][CH2:40][CH2:41][Si:42]([CH3:45])([CH3:44])[CH3:43])[CH:3]=1.Cl[Sn]Cl. The catalyst is C(O)C. The product is [NH2:18][C:16]1[CH:17]=[C:12]([CH:13]=[C:14]([F:21])[CH:15]=1)[O:11][C:9]1[C:10]2[C:2]([Cl:1])=[CH:3][N:4]([CH2:38][O:39][CH2:40][CH2:41][Si:42]([CH3:43])([CH3:44])[CH3:45])[C:5]=2[N:6]=[C:7]([NH:22][C:23]2[CH:28]=[CH:27][C:26]([N:29]3[CH2:30][CH2:31][N:32]([CH3:35])[CH2:33][CH2:34]3)=[CH:25][C:24]=2[O:36][CH3:37])[N:8]=1. The yield is 0.810. (2) The reactants are [CH2:1]([Zn]CC)C.CCCCCC.FC(F)(F)C(O)=O.ICI.[F:22][C:23]1[CH:28]=[CH:27][C:26]([C@@:29]([NH:51][S@:52]([C:54]([CH3:57])([CH3:56])[CH3:55])=[O:53])([C:37]2[CH:42]=[C:41]([O:43][C:44]([F:49])([F:48])[CH:45]([F:47])[F:46])[CH:40]=[C:39]([F:50])[CH:38]=2)[CH2:30][C:31]2[CH:36]=[CH:35][CH:34]=[CH:33][CH:32]=2)=[CH:25][C:24]=1[O:58][CH:59]=[CH2:60]. The catalyst is C(Cl)Cl. The product is [CH:59]1([O:58][C:24]2[CH:25]=[C:26]([C@@:29]([NH:51][S@:52]([C:54]([CH3:56])([CH3:55])[CH3:57])=[O:53])([C:37]3[CH:42]=[C:41]([O:43][C:44]([F:48])([F:49])[CH:45]([F:46])[F:47])[CH:40]=[C:39]([F:50])[CH:38]=3)[CH2:30][C:31]3[CH:36]=[CH:35][CH:34]=[CH:33][CH:32]=3)[CH:27]=[CH:28][C:23]=2[F:22])[CH2:1][CH2:60]1. The yield is 0.710.